Task: Predict the reaction yield, written as a fraction of the theoretical maximum amount of product (1.0 means a 100% yield; for example, 0.34 means a 34% yield).. Dataset: Reaction yield outcomes from USPTO patents with 853,638 reactions The reactants are [F:1][C:2]1[CH:12]=[CH:11][C:5]([C:6]([O:8][CH2:9][CH3:10])=[O:7])=[CH:4][C:3]=1[CH:13]=[CH2:14].[N+](=[CH2:17])=[N-]. The catalyst is CCOCC.C([O-])(=O)C.[Pd+2].C([O-])(=O)C. The product is [CH:13]1([C:3]2[CH:4]=[C:5]([CH:11]=[CH:12][C:2]=2[F:1])[C:6]([O:8][CH2:9][CH3:10])=[O:7])[CH2:17][CH2:14]1. The yield is 0.991.